This data is from Forward reaction prediction with 1.9M reactions from USPTO patents (1976-2016). The task is: Predict the product of the given reaction. (1) Given the reactants CS[C:3](SC)=[C:4]1[C:13](=[O:14])[C:12]([CH3:18])([CH2:15][CH2:16][CH3:17])[C:11]2[C:6](=[CH:7][CH:8]=[CH:9][CH:10]=2)[C:5]1=[O:19].[NH2:22][C:23]1[CH:28]=[CH:27][CH:26]=[CH:25][C:24]=1[S:29]([NH2:32])(=[O:31])=[O:30], predict the reaction product. The product is: [O:31]=[S:29]1(=[O:30])[C:24]2[CH:25]=[CH:26][CH:27]=[CH:28][C:23]=2[NH:22][C:3]([C:4]2[C:13](=[O:14])[C:12]([CH3:18])([CH2:15][CH2:16][CH3:17])[C:11]3[C:6]([C:5]=2[OH:19])=[CH:7][CH:8]=[CH:9][CH:10]=3)=[N:32]1. (2) Given the reactants [Cl:1][C:2]1[CH:9]=[CH:8][C:5]([CH:6]=O)=[CH:4][CH:3]=1.[C:10]([O:16][CH2:17][CH3:18])(=[O:15])[CH2:11]C([O-])=O, predict the reaction product. The product is: [Cl:1][C:2]1[CH:9]=[CH:8][C:5]([CH:6]=[CH:11][C:10]([O:16][CH2:17][CH3:18])=[O:15])=[CH:4][CH:3]=1. (3) Given the reactants [CH3:1][O:2][C:3](=[O:34])[C:4]1[CH:33]=[CH:32][CH:31]=[C:6]([C:7]([NH:9][C:10]2[CH:15]=[CH:14][C:13]([N:16]3[C:20]([C:21]([F:24])([F:23])[F:22])=[CH:19][C:18]([C:25]4[CH:26]=[N:27][CH:28]=[CH:29][CH:30]=4)=[N:17]3)=[CH:12][N:11]=2)=[O:8])[CH:5]=1.O.[OH-].[Li+].Cl, predict the reaction product. The product is: [CH3:1][O:2][C:3](=[O:34])[C:4]1[CH:33]=[CH:32][CH:31]=[C:6]([C:7]([NH:9][C:10]2[CH:15]=[CH:14][C:13]([N:16]3[C:20]([C:21]([F:23])([F:24])[F:22])=[CH:19][C:18]([C:25]4[CH:26]=[N:27][CH:28]=[CH:29][CH:30]=4)=[N:17]3)=[CH:12][N:11]=2)=[O:8])[CH:5]=1.[N:27]1[CH:28]=[CH:29][CH:30]=[C:25]([C:18]2[CH:19]=[C:20]([C:21]([F:23])([F:24])[F:22])[N:16]([C:13]3[CH:14]=[CH:15][C:10]([NH:9][C:7](=[O:8])[C:6]4[CH:5]=[C:4]([CH:33]=[CH:32][CH:31]=4)[C:3]([OH:34])=[O:2])=[N:11][CH:12]=3)[N:17]=2)[CH:26]=1. (4) The product is: [Cl:1][C:2]1[CH:3]=[C:4]([CH2:9][CH2:10][CH2:11][NH:13][C:32](=[O:33])[O:34][C:35]([CH3:38])([CH3:37])[CH3:36])[CH:5]=[CH:6][C:7]=1[Cl:8]. Given the reactants [Cl:1][C:2]1[CH:3]=[C:4]([CH2:9][CH2:10][C:11]([NH2:13])=O)[CH:5]=[CH:6][C:7]=1[Cl:8].[H-].[H-].[H-].[H-].[Li+].[Al+3].ClC1C=C(CCCN)C=CC=1Cl.[C:32](O[C:32]([O:34][C:35]([CH3:38])([CH3:37])[CH3:36])=[O:33])([O:34][C:35]([CH3:38])([CH3:37])[CH3:36])=[O:33], predict the reaction product. (5) Given the reactants [C:1]1([NH2:8])[CH:6]=[CH:5][CH:4]=[CH:3][C:2]=1[NH2:7].[C:9]1([CH2:15][CH2:16][CH2:17][N:18]([CH2:23][C:24](O)=O)[CH2:19][C:20](O)=O)[CH:14]=[CH:13][CH:12]=[CH:11][CH:10]=1, predict the reaction product. The product is: [NH:7]1[C:2]2[CH:3]=[CH:4][CH:5]=[CH:6][C:1]=2[N:8]=[C:20]1[CH2:19][N:18]([CH2:23][C:24]1[NH:8][C:1]2[CH:6]=[CH:5][CH:4]=[CH:3][C:2]=2[N:7]=1)[CH2:17][CH2:16][CH2:15][C:9]1[CH:14]=[CH:13][CH:12]=[CH:11][CH:10]=1.